The task is: Predict the product of the given reaction.. This data is from Forward reaction prediction with 1.9M reactions from USPTO patents (1976-2016). (1) Given the reactants [N:1]1([CH2:6][C:7]2[CH:12]=[CH:11][C:10]([N:13]3[CH2:18][CH2:17][CH:16]([CH:19]=O)[CH2:15][CH2:14]3)=[CH:9][CH:8]=2)[CH2:5][CH2:4][CH2:3][CH2:2]1.[NH2:21][C:22]1[CH:27]=[CH:26][CH:25]=[CH:24][CH:23]=1, predict the reaction product. The product is: [C:22]1([NH:21][CH2:19][CH:16]2[CH2:17][CH2:18][N:13]([C:10]3[CH:11]=[CH:12][C:7]([CH2:6][N:1]4[CH2:5][CH2:4][CH2:3][CH2:2]4)=[CH:8][CH:9]=3)[CH2:14][CH2:15]2)[CH:27]=[CH:26][CH:25]=[CH:24][CH:23]=1. (2) Given the reactants [CH3:1][O:2][C:3]1[N:12]=[C:11]2[C:6]([NH:7][C:8](=O)[C:9]3[N:10]2[CH:13]=[N:14][C:15]=3[C:16]([F:19])([F:18])[F:17])=[CH:5][CH:4]=1.O=P(Cl)(Cl)[Cl:23], predict the reaction product. The product is: [Cl:23][C:8]1[C:9]2[N:10]([CH:13]=[N:14][C:15]=2[C:16]([F:19])([F:18])[F:17])[C:11]2[C:6]([N:7]=1)=[CH:5][CH:4]=[C:3]([O:2][CH3:1])[N:12]=2. (3) The product is: [C:1]([O:5][C:6](=[O:19])[NH:7][CH:8]1[CH2:17][C:16]2[C:11](=[N:12][CH:13]=[CH:14][CH:15]=2)[N:10]([CH3:22])[C:9]1=[O:18])([CH3:4])([CH3:2])[CH3:3]. Given the reactants [C:1]([O:5][C:6](=[O:19])[NH:7][CH:8]1[CH2:17][C:16]2[C:11](=[N:12][CH:13]=[CH:14][CH:15]=2)[NH:10][C:9]1=[O:18])([CH3:4])([CH3:3])[CH3:2].[H-].[Na+].[CH3:22]I, predict the reaction product. (4) Given the reactants [NH2:1][C:2]1[CH:3]=[CH:4][C:5]2[N:6]([CH3:15])[C:7]3[C:12]([C:13]=2[CH:14]=1)=[CH:11][CH:10]=[CH:9][CH:8]=3.C(N(CC)CC)C.[Cl:23][CH2:24][C:25](Cl)=[O:26], predict the reaction product. The product is: [Cl:23][CH2:24][C:25]([NH:1][C:2]1[CH:3]=[CH:4][C:5]2[N:6]([CH3:15])[C:7]3[C:12]([C:13]=2[CH:14]=1)=[CH:11][CH:10]=[CH:9][CH:8]=3)=[O:26]. (5) Given the reactants C(OC([N:8]1[CH2:13][CH2:12][CH:11]([C@H:14]([CH3:28])[CH2:15][CH2:16][O:17][C:18]2[CH:23]=[CH:22][C:21]([S:24]([CH3:27])(=[O:26])=[O:25])=[CH:20][CH:19]=2)[CH2:10][CH2:9]1)=O)(C)(C)C.[ClH:29], predict the reaction product. The product is: [ClH:29].[CH3:27][S:24]([C:21]1[CH:20]=[CH:19][C:18]([O:17][CH2:16][CH2:15][C@H:14]([CH:11]2[CH2:10][CH2:9][NH:8][CH2:13][CH2:12]2)[CH3:28])=[CH:23][CH:22]=1)(=[O:26])=[O:25]. (6) Given the reactants C(O)(=O)C.[F:5][C:6]1[S:10][C:9]([C:11](=[NH:13])[NH2:12])=[N:8][CH:7]=1.[Cl:14][C:15]1[CH:22]=[C:21]([Cl:23])[CH:20]=[CH:19][C:16]=1[CH:17]=O.O=[C:25]([CH3:32])[CH2:26][C:27]([O:29][CH2:30][CH3:31])=[O:28], predict the reaction product. The product is: [Cl:14][C:15]1[CH:22]=[C:21]([Cl:23])[CH:20]=[CH:19][C:16]=1[CH:17]1[C:26]([C:27]([O:29][CH2:30][CH3:31])=[O:28])=[C:25]([CH3:32])[NH:12][C:11]([C:9]2[S:10][C:6]([F:5])=[CH:7][N:8]=2)=[N:13]1. (7) Given the reactants [CH3:1][C:2]([C:4]1[CH:9]=[CH:8][C:7](F)=[CH:6][CH:5]=1)=[O:3].[Cl:11][C:12]1[CH:17]=[CH:16][C:15]([OH:18])=[CH:14][C:13]=1[CH3:19].C(=O)([O-])[O-].[K+].[K+], predict the reaction product. The product is: [Cl:11][C:12]1[CH:17]=[CH:16][C:15]([O:18][C:7]2[CH:8]=[CH:9][C:4]([C:2](=[O:3])[CH3:1])=[CH:5][CH:6]=2)=[CH:14][C:13]=1[CH3:19]. (8) Given the reactants [N+:1]([C:4]1[CH:9]=[CH:8][C:7]([C:10]2[CH:15]=[CH:14][C:13]([S:16]([NH:19][C@H:20]([C:24]([O:26][CH3:27])=[O:25])[CH:21]([CH3:23])[CH3:22])(=[O:18])=[O:17])=[CH:12][CH:11]=2)=[CH:6][CH:5]=1)([O-])=O.Cl, predict the reaction product. The product is: [NH2:1][C:4]1[CH:9]=[CH:8][C:7]([C:10]2[CH:11]=[CH:12][C:13]([S:16]([NH:19][C@H:20]([C:24]([O:26][CH3:27])=[O:25])[CH:21]([CH3:23])[CH3:22])(=[O:18])=[O:17])=[CH:14][CH:15]=2)=[CH:6][CH:5]=1. (9) Given the reactants C(OC([N:8]1[CH2:17][CH2:16][C:15]2[NH:14][N:13]=[C:12]([C:18]3[CH:23]=[CH:22][C:21]([Cl:24])=[CH:20][CH:19]=3)[C:11]=2[CH2:10][CH2:9]1)=O)(C)(C)C.[CH3:25][C:26]1[CH:27]=[C:28]([CH:31]=[CH:32][CH:33]=1)[CH2:29]Cl, predict the reaction product. The product is: [Cl:24][C:21]1[CH:20]=[CH:19][C:18]([C:12]2[C:11]3[CH2:10][CH2:9][NH:8][CH2:17][CH2:16][C:15]=3[N:14]([CH2:25][C:26]3[CH:33]=[CH:32][CH:31]=[C:28]([CH3:29])[CH:27]=3)[N:13]=2)=[CH:23][CH:22]=1.